Task: Predict the reaction yield, written as a fraction of the theoretical maximum amount of product (1.0 means a 100% yield; for example, 0.34 means a 34% yield).. Dataset: Reaction yield outcomes from USPTO patents with 853,638 reactions (1) The reactants are [Cl:1][C:2]1[C:3]([O:29][CH2:30][CH2:31][CH3:32])=[C:4]([CH:26]=[CH:27][CH:28]=1)[CH2:5][N:6]([CH3:25])[C:7](=[O:24])/[CH:8]=[CH:9]/[C:10]1[CH:23]=[N:22][C:13]2[NH:14][C:15](=[O:21])[C:16]([CH3:20])([CH3:19])[NH:17][CH2:18][C:12]=2[CH:11]=1.Cl. The catalyst is C(Cl)Cl.C(OCC)C. The product is [ClH:1].[Cl:1][C:2]1[C:3]([O:29][CH2:30][CH2:31][CH3:32])=[C:4]([CH:26]=[CH:27][CH:28]=1)[CH2:5][N:6]([CH3:25])[C:7](=[O:24])/[CH:8]=[CH:9]/[C:10]1[CH:23]=[N:22][C:13]2[NH:14][C:15](=[O:21])[C:16]([CH3:19])([CH3:20])[NH:17][CH2:18][C:12]=2[CH:11]=1. The yield is 0.790. (2) The reactants are [CH2:1]([N:3]([CH2:45][CH3:46])[C:4]1[CH:9]=[CH:8][C:7]([NH:10][C:11](=[O:25])[C:12]2[CH:24]=[CH:23][CH:22]=[C:14]([C:15]([N:17]([CH3:21])[CH2:18][CH:19]=O)=[O:16])[CH:13]=2)=[C:6]([C:26]2[CH:31]=[C:30]([C:32](=[O:44])[NH:33][C@@H:34]3[C:43]4[C:38](=[CH:39][CH:40]=[CH:41][CH:42]=4)[CH2:37][CH2:36][CH2:35]3)[CH:29]=[CH:28][N:27]=2)[CH:5]=1)[CH3:2].[N:47]1([C:54]([O:56][C:57]([CH3:60])([CH3:59])[CH3:58])=[O:55])[CH2:53][CH2:52][CH2:51][NH:50][CH2:49][CH2:48]1.CC(O)=O.C([BH3-])#N.[Na+]. The catalyst is C(O)C.C(OCC)(=O)C. The product is [CH2:45]([N:3]([CH2:1][CH3:2])[C:4]1[CH:9]=[CH:8][C:7]([NH:10][C:11]([C:12]2[CH:13]=[C:14]([CH:22]=[CH:23][CH:24]=2)[C:15]([N:17]([CH2:18][CH2:19][N:50]2[CH2:51][CH2:52][CH2:53][N:47]([C:54]([O:56][C:57]([CH3:60])([CH3:59])[CH3:58])=[O:55])[CH2:48][CH2:49]2)[CH3:21])=[O:16])=[O:25])=[C:6]([C:26]2[CH:31]=[C:30]([C:32](=[O:44])[NH:33][C@@H:34]3[C:43]4[C:38](=[CH:39][CH:40]=[CH:41][CH:42]=4)[CH2:37][CH2:36][CH2:35]3)[CH:29]=[CH:28][N:27]=2)[CH:5]=1)[CH3:46]. The yield is 0.540. (3) The yield is 0.700. The catalyst is CO. The product is [NH2:11][C:9]1[S:10][C:6]([C:4]([NH:19][NH2:20])=[O:3])=[C:7]([C:12]2[CH:17]=[CH:16][CH:15]=[CH:14][CH:13]=2)[N:8]=1. The reactants are C([O:3][C:4]([C:6]1[S:10][C:9]([NH2:11])=[N:8][C:7]=1[C:12]1[CH:17]=[CH:16][CH:15]=[CH:14][CH:13]=1)=O)C.O.[NH2:19][NH2:20].O.